This data is from Catalyst prediction with 721,799 reactions and 888 catalyst types from USPTO. The task is: Predict which catalyst facilitates the given reaction. (1) Reactant: [F:1][C:2]1[CH:7]=[C:6]([C:8](=[O:14])[NH:9][CH2:10][CH:11]([CH3:13])[CH3:12])[CH:5]=[C:4]([F:15])[C:3]=1[CH:16]([O:20][CH2:21][CH3:22])[C:17]([OH:19])=O.F[B-](F)(F)F.N1(OC(N(C)C)=[N+](C)C)C2C=CC=CC=2N=N1.CCOC(C)=O.Cl.Cl.[CH2:53]([O:60][C:61](=[O:73])[NH:62][C:63]([C:65]1[CH:70]=[CH:69][C:68]([CH2:71][NH2:72])=[CH:67][CH:66]=1)=[NH:64])[C:54]1[CH:59]=[CH:58][CH:57]=[CH:56][CH:55]=1. The catalyst class is: 3. Product: [CH2:53]([O:60][C:61](=[O:73])[NH:62][C:63]([C:65]1[CH:66]=[CH:67][C:68]([CH2:71][NH:72][C:17](=[O:19])[CH:16]([C:3]2[C:4]([F:15])=[CH:5][C:6]([C:8](=[O:14])[NH:9][CH2:10][CH:11]([CH3:12])[CH3:13])=[CH:7][C:2]=2[F:1])[O:20][CH2:21][CH3:22])=[CH:69][CH:70]=1)=[NH:64])[C:54]1[CH:59]=[CH:58][CH:57]=[CH:56][CH:55]=1. (2) Reactant: [CH2:1]([O:3][C:4]([C:6]1([NH:18][C:19]([O:21][C:22]([CH3:25])([CH3:24])[CH3:23])=[O:20])[CH2:11][CH:10]([OH:12])[CH:9]2[CH:7]1[CH:8]2[C:13]([O:15][CH2:16][CH3:17])=[O:14])=[O:5])[CH3:2].[F:26][C:27]1[CH:32]=[CH:31][CH:30]=[CH:29][C:28]=1[N:33]=[C:34]=[O:35]. Product: [CH2:1]([O:3][C:4]([C:6]1([NH:18][C:19]([O:21][C:22]([CH3:23])([CH3:25])[CH3:24])=[O:20])[CH2:11][CH:10]([O:12][C:34](=[O:35])[NH:33][C:28]2[CH:29]=[CH:30][CH:31]=[CH:32][C:27]=2[F:26])[CH:9]2[CH:7]1[CH:8]2[C:13]([O:15][CH2:16][CH3:17])=[O:14])=[O:5])[CH3:2]. The catalyst class is: 11. (3) Reactant: [OH:1][C:2]1[C:9]([O:10][CH3:11])=[C:8]([N+:12]([O-:14])=[O:13])[CH:7]=[CH:6][C:3]=1[CH:4]=[O:5].[CH2:15](Br)[CH:16]=[CH2:17].CCOC(C)=O. The catalyst class is: 3. Product: [CH2:17]([O:1][C:2]1[C:9]([O:10][CH3:11])=[C:8]([N+:12]([O-:14])=[O:13])[CH:7]=[CH:6][C:3]=1[CH:4]=[O:5])[CH:16]=[CH2:15].